Task: Predict the reaction yield, written as a fraction of the theoretical maximum amount of product (1.0 means a 100% yield; for example, 0.34 means a 34% yield).. Dataset: Reaction yield outcomes from USPTO patents with 853,638 reactions (1) The reactants are [CH2:1]([NH:8][C:9]([C:11]1[S:15][C:14]([NH2:16])=[N:13][C:12]=1[CH3:17])=[O:10])[C:2]1[CH:7]=[CH:6][CH:5]=[CH:4][CH:3]=1.N1C=CC=CC=1.[C:24]1([CH2:30][CH2:31][CH2:32][CH2:33][C:34](Cl)=[O:35])[CH:29]=[CH:28][CH:27]=[CH:26][CH:25]=1. The catalyst is O1CCCC1.ClCCl.CN(C1C=CC=CN=1)C. The product is [CH2:1]([NH:8][C:9]([C:11]1[S:15][C:14]([NH:16][C:34](=[O:35])[CH2:33][CH2:32][CH2:31][CH2:30][C:24]2[CH:29]=[CH:28][CH:27]=[CH:26][CH:25]=2)=[N:13][C:12]=1[CH3:17])=[O:10])[C:2]1[CH:7]=[CH:6][CH:5]=[CH:4][CH:3]=1. The yield is 0.970. (2) The reactants are [CH3:1][N:2]([CH2:10][CH2:11][N:12]1[CH2:17][CH2:16][S:15][C:14]2[CH:18]=[CH:19][C:20]([N+:22]([O-])=O)=[CH:21][C:13]1=2)[C:3](=[O:9])[O:4][C:5]([CH3:8])([CH3:7])[CH3:6].I.[S:26]1[CH:30]=[CH:29][CH:28]=[C:27]1[C:31](SC)=[NH:32]. The catalyst is C(O)C.[Pd]. The product is [CH3:1][N:2]([CH2:10][CH2:11][N:12]1[CH2:17][CH2:16][S:15][C:14]2[CH:18]=[CH:19][C:20]([NH:22][C:31]([C:27]3[S:26][CH:30]=[CH:29][CH:28]=3)=[NH:32])=[CH:21][C:13]1=2)[C:3](=[O:9])[O:4][C:5]([CH3:8])([CH3:7])[CH3:6]. The yield is 0.528.